This data is from Reaction yield outcomes from USPTO patents with 853,638 reactions. The task is: Predict the reaction yield, written as a fraction of the theoretical maximum amount of product (1.0 means a 100% yield; for example, 0.34 means a 34% yield). (1) The reactants are [CH3:1][O:2][C:3]([CH:5]1[C:10](=[O:11])[CH2:9][CH2:8][NH:7][CH2:6]1)=[O:4].C(N(CC)CC)C.[C:19](O[C:19]([O:21][C:22]([CH3:25])([CH3:24])[CH3:23])=[O:20])([O:21][C:22]([CH3:25])([CH3:24])[CH3:23])=[O:20]. The catalyst is O1CCCC1. The product is [CH3:1][O:2][C:3]([CH:5]1[C:10](=[O:11])[CH2:9][CH2:8][N:7]([C:19]([O:21][C:22]([CH3:25])([CH3:24])[CH3:23])=[O:20])[CH2:6]1)=[O:4]. The yield is 1.00. (2) The reactants are C(O)(=O)[C@@H](C1C=CC=CC=1)O.[NH2:12][C@H:13]1[C:19]2[CH:20]=[CH:21][CH2:22][CH2:23][C:18]=2[CH2:17][CH2:16][N:15]([CH3:24])[C:14]1=[O:25].[ClH:26]. The catalyst is C(OCC)(=O)C. The product is [ClH:26].[NH2:12][C@H:13]1[C:19]2[CH:20]=[CH:21][CH2:22][CH2:23][C:18]=2[CH2:17][CH2:16][N:15]([CH3:24])[C:14]1=[O:25]. The yield is 0.925. (3) The reactants are [OH:1][C:2]1[C:9]([O:10][CH3:11])=[CH:8][CH:7]=[CH:6][C:3]=1[CH:4]=[O:5].C([O-])([O-])=O.[K+].[K+].I[CH2:19][CH:20]([CH3:22])[CH3:21]. The catalyst is CN(C=O)C. The product is [CH2:19]([O:1][C:2]1[C:9]([O:10][CH3:11])=[CH:8][CH:7]=[CH:6][C:3]=1[CH:4]=[O:5])[CH:20]([CH3:22])[CH3:21]. The yield is 0.620.